Dataset: Full USPTO retrosynthesis dataset with 1.9M reactions from patents (1976-2016). Task: Predict the reactants needed to synthesize the given product. (1) Given the product [CH:1]1([CH2:6][NH:7][C:8]([C:10]2[C:11]([C:17]([F:20])([F:19])[F:18])=[N:12][C:13]([NH:25][C:24]3[CH:26]=[CH:27][C:28]([F:29])=[C:22]([Cl:21])[CH:23]=3)=[N:14][CH:15]=2)=[O:9])[CH2:5][CH2:4][CH2:3][CH2:2]1, predict the reactants needed to synthesize it. The reactants are: [CH:1]1([CH2:6][NH:7][C:8]([C:10]2[C:11]([C:17]([F:20])([F:19])[F:18])=[N:12][C:13](Cl)=[N:14][CH:15]=2)=[O:9])[CH2:5][CH2:4][CH2:3][CH2:2]1.[Cl:21][C:22]1[CH:23]=[C:24]([CH:26]=[CH:27][C:28]=1[F:29])[NH2:25]. (2) Given the product [Br:10][C:11]1[CH:16]=[CH:15][C:14]([O:17][CH2:2][CH:3]([O:7][CH2:8][CH3:9])[O:4][CH2:5][CH3:6])=[CH:13][CH:12]=1, predict the reactants needed to synthesize it. The reactants are: Br[CH2:2][CH:3]([O:7][CH2:8][CH3:9])[O:4][CH2:5][CH3:6].[Br:10][C:11]1[CH:16]=[CH:15][C:14]([OH:17])=[CH:13][CH:12]=1.C(=O)([O-])[O-].[K+].[K+].